The task is: Predict the reactants needed to synthesize the given product.. This data is from Full USPTO retrosynthesis dataset with 1.9M reactions from patents (1976-2016). (1) Given the product [C:24]([N:13]1[CH2:12][C:11]2[CH:23]=[C:7]([CH:8]=[CH:9][CH:10]=2)[NH:6][C:5]2=[N:21][C:20](=[C:2]([Cl:1])[CH:3]=[N:4]2)[NH:19][C:18]2=[CH:22][C:14]1=[CH:15][CH:16]=[CH:17]2)(=[O:28])[CH2:25][CH2:26][CH3:27], predict the reactants needed to synthesize it. The reactants are: [Cl:1][C:2]1[CH:3]=[N:4][C:5]2[NH:6][C:7]3[CH:8]=[CH:9][CH:10]=[C:11]([CH:23]=3)[CH2:12][NH:13][C:14]3[CH:22]=[C:18]([NH:19][C:20]=1[N:21]=2)[CH:17]=[CH:16][CH:15]=3.[C:24](Cl)(=[O:28])[CH2:25][CH2:26][CH3:27]. (2) Given the product [OH:16][C:17]1[C:30]2[C:29](=[O:31])[C:28]3[C:23](=[CH:24][CH:25]=[CH:26][CH:27]=3)[O:22][C:21]=2[CH:20]=[C:19]([O:6][S:3]([C:2]([F:15])([F:14])[F:1])(=[O:5])=[O:4])[CH:18]=1, predict the reactants needed to synthesize it. The reactants are: [F:1][C:2]([F:15])([F:14])[S:3]([O:6]S(C(F)(F)F)(=O)=O)(=[O:5])=[O:4].[OH:16][C:17]1[C:30]2[C:29](=[O:31])[C:28]3[C:23](=[CH:24][CH:25]=[CH:26][CH:27]=3)[O:22][C:21]=2[CH:20]=[C:19](O)[CH:18]=1.N1C=CC=CC=1. (3) Given the product [CH3:38][O:39][C:40]1[CH:45]=[C:44]([O:46][CH3:47])[CH:43]=[CH:42][C:41]=1[CH2:48][N:49]1[C:23](=[O:24])[C:19]2[C:18]([NH:27][C:28]3[CH:29]=[C:30]([CH3:34])[CH:31]=[CH:32][CH:33]=3)=[N:17][C:16]([NH:15][C@@H:10]3[CH2:11][CH2:12][CH2:13][CH2:14][C@@H:9]3[NH:8][C:6](=[O:7])[O:5][C:1]([CH3:3])([CH3:4])[CH3:2])=[N:21][C:20]=2[CH2:22]1, predict the reactants needed to synthesize it. The reactants are: [C:1]([O:5][C:6]([NH:8][C@H:9]1[CH2:14][CH2:13][CH2:12][CH2:11][C@H:10]1[NH:15][C:16]1[N:21]=[C:20]([CH3:22])[C:19]([C:23](OC)=[O:24])=[C:18]([NH:27][C:28]2[CH:29]=[C:30]([CH3:34])[CH:31]=[CH:32][CH:33]=2)[N:17]=1)=[O:7])([CH3:4])([CH3:3])[CH3:2].[Se](=O)=O.[CH3:38][O:39][C:40]1[CH:45]=[C:44]([O:46][CH3:47])[CH:43]=[CH:42][C:41]=1[CH2:48][NH2:49].C([BH3-])#N.[Na+]. (4) The reactants are: [CH3:1][O:2][C:3]([C:5]1[CH:10]=[CH:9][C:8]([C:11]2[CH2:15][C:14]3([CH2:20][CH2:19][N:18](C(OC(C)(C)C)=O)[CH2:17][CH2:16]3)[O:13][N:12]=2)=[CH:7][CH:6]=1)=[O:4].C(Cl)[Cl:29].Cl. Given the product [ClH:29].[CH3:1][O:2][C:3]([C:5]1[CH:10]=[CH:9][C:8]([C:11]2[CH2:15][C:14]3([CH2:20][CH2:19][NH:18][CH2:17][CH2:16]3)[O:13][N:12]=2)=[CH:7][CH:6]=1)=[O:4], predict the reactants needed to synthesize it. (5) Given the product [N+:8]([C:5]1[CH:4]=[N:3][C:2]([N:15]2[CH:14]=[C:13]([C:12]([F:19])([F:18])[F:11])[CH:17]=[N:16]2)=[N:7][CH:6]=1)([O-:10])=[O:9], predict the reactants needed to synthesize it. The reactants are: Cl[C:2]1[N:7]=[CH:6][C:5]([N+:8]([O-:10])=[O:9])=[CH:4][N:3]=1.[F:11][C:12]([F:19])([F:18])[C:13]1[CH:14]=[N:15][NH:16][CH:17]=1.C(=O)([O-])[O-].[K+].[K+]. (6) Given the product [I:15][C:7]1[C:6]([C:9]2[S:10][CH:11]=[C:12]([CH3:14])[CH:13]=2)=[N:5][N:4]([CH:1]([CH3:3])[CH3:2])[CH:8]=1, predict the reactants needed to synthesize it. The reactants are: [CH:1]([N:4]1[CH:8]=[CH:7][C:6]([C:9]2[S:10][CH:11]=[C:12]([CH3:14])[CH:13]=2)=[N:5]1)([CH3:3])[CH3:2].[I:15]N1C(=O)CCC1=O.S([O-])([O-])(=O)=S.[Na+].[Na+].C(=O)([O-])[O-].[Na+].[Na+]. (7) The reactants are: [Cl-].[Cl-].[Cl-].[Al+3].[Br:5][C:6]1[CH:11]=[CH:10][CH:9]=[CH:8][CH:7]=1.[Cl-].C([O:15][C:16](=[O:23])[CH2:17][CH2:18][CH2:19][C:20](O)=[O:21])C.Cl.[OH-].[Na+]. Given the product [Br:5][C:6]1[CH:11]=[CH:10][C:9]([C:20](=[O:21])[CH2:19][CH2:18][CH2:17][C:16]([OH:23])=[O:15])=[CH:8][CH:7]=1, predict the reactants needed to synthesize it. (8) Given the product [CH2:1]([N:8]([CH:16]1[CH2:19][CH:18]([C:20](=[O:25])[CH2:4][CH2:3][CH:2]=[CH2:1])[CH2:17]1)[C:9](=[O:15])[O:10][C:11]([CH3:12])([CH3:14])[CH3:13])[C:2]1[CH:3]=[CH:4][CH:5]=[CH:6][CH:7]=1, predict the reactants needed to synthesize it. The reactants are: [CH2:1]([N:8]([CH:16]1[CH2:19][CH:18]([C:20](=[O:25])N(OC)C)[CH2:17]1)[C:9](=[O:15])[O:10][C:11]([CH3:14])([CH3:13])[CH3:12])[C:2]1[CH:7]=[CH:6][CH:5]=[CH:4][CH:3]=1.[Br-].O.Cl. (9) The reactants are: [CH2:1]([C:8]1[N:12]([CH:13]([CH:23]2[CH2:28][CH2:27][CH2:26][CH2:25][CH2:24]2)[C:14]([NH:16][CH:17]2[CH2:22]C[CH2:20][CH2:19][CH2:18]2)=[O:15])[C:11]2[CH:29]=[C:30]([Cl:34])[C:31]([F:33])=[CH:32][C:10]=2[N:9]=1)[C:2]1[CH:7]=[CH:6][CH:5]=[CH:4][CH:3]=1.C1([CH:41]=[O:42])CCCCC1.C1C(C=O)=CC2[O:51][CH2:52][O:53]C=2C=1.[Cl:54]C1C=C(CC(O)=O)C=CC=1.COC(C1C=CC=CC=1)C(O)=O.C1([N+]#[C-])CCCCC1.C1([N+]#[C-])CCCC1. Given the product [Cl:54][C:28]1[C:23]([CH:13]([N:12]2[C:11]3[CH:29]=[C:30]([Cl:34])[C:31]([F:33])=[CH:32][C:10]=3[N:9]=[C:8]2[CH:1]([O:42][CH3:41])[C:2]2[CH:3]=[CH:4][CH:5]=[CH:6][CH:7]=2)[C:14]([NH:16][CH:17]2[CH2:18][CH2:19][CH2:20][CH2:22]2)=[O:15])=[CH:24][C:25]2[O:53][CH2:52][O:51][C:26]=2[CH:27]=1, predict the reactants needed to synthesize it.